This data is from Peptide-MHC class II binding affinity with 134,281 pairs from IEDB. The task is: Regression. Given a peptide amino acid sequence and an MHC pseudo amino acid sequence, predict their binding affinity value. This is MHC class II binding data. (1) The peptide sequence is RNFQKVNPEGLIKEF. The MHC is DRB1_0701 with pseudo-sequence DRB1_0701. The binding affinity (normalized) is 0.764. (2) The peptide sequence is AKGSRAIWYMWLGAR. The MHC is DRB1_0802 with pseudo-sequence DRB1_0802. The binding affinity (normalized) is 0.441. (3) The peptide sequence is TSGSPIVNRNGEVIG. The MHC is HLA-DQA10601-DQB10402 with pseudo-sequence HLA-DQA10601-DQB10402. The binding affinity (normalized) is 0.182. (4) The peptide sequence is ASIVKASFEEGKCGL. The MHC is HLA-DQA10601-DQB10402 with pseudo-sequence HLA-DQA10601-DQB10402. The binding affinity (normalized) is 0.254. (5) The peptide sequence is GKKKYKLKHIVWASREL. The MHC is DRB1_1501 with pseudo-sequence DRB1_1501. The binding affinity (normalized) is 0.597. (6) The MHC is DRB3_0101 with pseudo-sequence DRB3_0101. The binding affinity (normalized) is 0.451. The peptide sequence is QVYPRSWSAVMLTFD. (7) The peptide sequence is VVIEELFNRIPETSV. The MHC is HLA-DQA10301-DQB10302 with pseudo-sequence HLA-DQA10301-DQB10302. The binding affinity (normalized) is 0.120. (8) The peptide sequence is PTMLKKGMTTVLDFH. The MHC is HLA-DQA10102-DQB10501 with pseudo-sequence HLA-DQA10102-DQB10501. The binding affinity (normalized) is 0.652. (9) The peptide sequence is EAKYFAATQFEPLAA. The MHC is HLA-DQA10501-DQB10301 with pseudo-sequence HLA-DQA10501-DQB10301. The binding affinity (normalized) is 0.269. (10) The peptide sequence is IFIFRDSDDWLNKYS. The MHC is DRB3_0301 with pseudo-sequence DRB3_0301. The binding affinity (normalized) is 0.475.